From a dataset of Catalyst prediction with 721,799 reactions and 888 catalyst types from USPTO. Predict which catalyst facilitates the given reaction. (1) Reactant: C1CCN2C(=NCCC2)CC1.[CH3:12][NH:13][C:14]1[C:19]([CH:20]=O)=[CH:18][N:17]=[C:16]([S:22][CH3:23])[N:15]=1.[Cl:24][C:25]1[CH:30]=[CH:29][CH:28]=[CH:27][C:26]=1[CH2:31][C:32]([O:34]CC)=O.O. Product: [Cl:24][C:25]1[CH:30]=[CH:29][CH:28]=[CH:27][C:26]=1[C:31]1[C:32](=[O:34])[N:13]([CH3:12])[C:14]2[N:15]=[C:16]([S:22][CH3:23])[N:17]=[CH:18][C:19]=2[CH:20]=1. The catalyst class is: 25. (2) Reactant: Cl[C:2](Cl)(Cl)[CH:3]([OH:5])O.S([O-])([O-])(=O)=O.[Na+].[Na+].[Cl:15][C:16]1[C:17]([F:23])=[C:18]([CH:20]=[CH:21][CH:22]=1)[NH2:19].S(O)(O)(=O)=O.[NH2:29][OH:30].Cl. Product: [Cl:15][C:16]1[C:17]([F:23])=[C:18]([NH:19][C:3](=[O:5])/[CH:2]=[N:29]/[OH:30])[CH:20]=[CH:21][CH:22]=1. The catalyst class is: 6. (3) Reactant: [CH3:1][O:2][C:3]1[CH:12]=[C:11]2[C:6]([N:7]=[C:8]([CH3:14])[C:9](=[O:13])[NH:10]2)=[CH:5][CH:4]=1.[H-].[Na+].FC1C=C2C(C=CC(=O)N2CCN2CCC(NCC3C=CC4OCC(=O)NC=4N=3)CC2)=CC=1.COC1C=C2C(C=CC(=O)N2[CH2:62][CH2:63][N:64]2[CH2:69][CH2:68][CH:67]([NH:70][C:71](=[O:77])[O:72][C:73]([CH3:76])([CH3:75])[CH3:74])[CH2:66][CH2:65]2)=CC=1. Product: [CH3:1][O:2][C:3]1[CH:12]=[C:11]2[C:6]([N:7]=[C:8]([CH3:14])[C:9](=[O:13])[N:10]2[CH2:62][CH2:63][N:64]2[CH2:69][CH2:68][CH:67]([NH:70][C:71](=[O:77])[O:72][C:73]([CH3:76])([CH3:75])[CH3:74])[CH2:66][CH2:65]2)=[CH:5][CH:4]=1. The catalyst class is: 372. (4) Reactant: [C:1]([C:5]1[CH:10]=[CH:9][CH:8]=[CH:7][C:6]=1[N:11]1[CH2:16][CH2:15][N:14]([C:17](=[O:21])[C:18]([OH:20])=O)[CH2:13][CH2:12]1)([CH3:4])([CH3:3])[CH3:2].CCN=C=NCCCN(C)C.C1C=CC2N(O)N=NC=2C=1.[CH2:43]([NH:50][CH2:51][CH3:52])[C:44]1[CH:49]=[CH:48][CH:47]=[CH:46][CH:45]=1. Product: [CH2:43]([N:50]([CH2:51][CH3:52])[C:18](=[O:20])[C:17]([N:14]1[CH2:13][CH2:12][N:11]([C:6]2[CH:7]=[CH:8][CH:9]=[CH:10][C:5]=2[C:1]([CH3:2])([CH3:3])[CH3:4])[CH2:16][CH2:15]1)=[O:21])[C:44]1[CH:49]=[CH:48][CH:47]=[CH:46][CH:45]=1. The catalyst class is: 2. (5) Reactant: [CH3:1][O:2][C:3](=[O:18])[CH2:4][C:5]1[C:6](=[O:17])[NH:7][C:8]2[C:13]([CH:14]=1)=[CH:12][CH:11]=[C:10]([O:15][CH3:16])[CH:9]=2.C[Si]([N-][Si](C)(C)C)(C)C.[K+].[CH2:29](I)[CH3:30].CCOCC. Product: [CH3:1][O:2][C:3](=[O:18])[CH2:4][C:5]1[C:6](=[O:17])[N:7]([CH2:29][CH3:30])[C:8]2[C:13]([CH:14]=1)=[CH:12][CH:11]=[C:10]([O:15][CH3:16])[CH:9]=2. The catalyst class is: 7. (6) The catalyst class is: 250. Product: [CH3:15][O:7][C:6](=[O:8])[C:5]1[CH:9]=[CH:10][C:2]([Br:1])=[CH:3][CH:4]=1. Reactant: [Br:1][C:2]1[CH:10]=[CH:9][C:5]([C:6]([OH:8])=[O:7])=[CH:4][CH:3]=1.O=S(Cl)Cl.[CH3:15]O. (7) Reactant: C([O:3][C:4](=[O:35])[CH2:5][CH:6]([C:29]1[CH:34]=[CH:33][CH:32]=[CH:31][CH:30]=1)[N:7]1[C:15]2[C:10](=[CH:11][C:12]([O:16][CH2:17][CH2:18][C:19]3[CH:28]=[CH:27][C:26]4[CH2:25][CH2:24][CH2:23][NH:22][C:21]=4[N:20]=3)=[CH:13][CH:14]=2)[CH:9]=[CH:8]1)C.C1COCC1.CO.O.O.[OH-].[Li+].Cl. Product: [C:29]1([CH:6]([N:7]2[C:15]3[C:10](=[CH:11][C:12]([O:16][CH2:17][CH2:18][C:19]4[CH:28]=[CH:27][C:26]5[CH2:25][CH2:24][CH2:23][NH:22][C:21]=5[N:20]=4)=[CH:13][CH:14]=3)[CH:9]=[CH:8]2)[CH2:5][C:4]([OH:35])=[O:3])[CH:34]=[CH:33][CH:32]=[CH:31][CH:30]=1. The catalyst class is: 13.